This data is from Forward reaction prediction with 1.9M reactions from USPTO patents (1976-2016). The task is: Predict the product of the given reaction. (1) Given the reactants [N+:1]([O-:4])([OH:3])=[O:2].[C:5]([NH:8][C:9]1[CH:18]=[CH:17][C:12]([C:13]([O:15][CH3:16])=[O:14])=[C:11]([Cl:19])[CH:10]=1)(=[O:7])[CH3:6], predict the reaction product. The product is: [C:5]([NH:8][C:9]1[C:18]([N+:1]([O-:4])=[O:2])=[CH:17][C:12]([C:13]([O:15][CH3:16])=[O:14])=[C:11]([Cl:19])[CH:10]=1)(=[O:7])[CH3:6].[C:5]([NH:8][C:9]1[CH:18]=[CH:17][C:12]([C:13]([O:15][CH3:16])=[O:14])=[C:11]([Cl:19])[C:10]=1[N+:1]([O-:3])=[O:2])(=[O:7])[CH3:6]. (2) The product is: [C:57]([NH:65][C@@H:66]1[C:73](=[O:74])[N:72]2[C@H:75]([C:78]([OH:80])=[O:79])[CH2:76][CH2:77][C@H:71]2[CH2:70][CH:69]=[CH:68][CH2:67]1)(=[O:64])[C:58]1[CH:63]=[CH:62][CH:61]=[CH:60][CH:59]=1. Given the reactants OC1C(NC([C@H]2N3C(=O)[C@@H](NC(=O)C4C=CC=CC=4)CC=CC[C@@H]3CC2)=O)CC(=O)O1.C(OC(=O)NC1CC(=O)OC1OCC)C=C.N1C(=O)CC(=O)NC1=O.[C:57]([NH:65][CH:66]1[C:73](=[O:74])[N:72]2[CH:75]([C:78]([OH:80])=[O:79])[CH2:76][CH2:77][CH:71]2[CH2:70][CH:69]=[CH:68][CH2:67]1)(=[O:64])[C:58]1[CH:63]=[CH:62][CH:61]=[CH:60][CH:59]=1, predict the reaction product. (3) Given the reactants [CH3:1][O:2][C:3](=[O:36])[CH:4]([NH:25]C(OCC1C=CC=CC=1)=O)[CH2:5][C:6]1[CH:14]=[C:13]([CH3:15])[C:12]2[C:8](=[CH:9][N:10]([S:16]([CH2:19][CH2:20][Si:21]([CH3:24])([CH3:23])[CH3:22])(=[O:18])=[O:17])[N:11]=2)[CH:7]=1.[H][H], predict the reaction product. The product is: [CH3:1][O:2][C:3](=[O:36])[C@H:4]([NH2:25])[CH2:5][C:6]1[CH:14]=[C:13]([CH3:15])[C:12]2[C:8](=[CH:9][N:10]([S:16]([CH2:19][CH2:20][Si:21]([CH3:22])([CH3:24])[CH3:23])(=[O:17])=[O:18])[N:11]=2)[CH:7]=1. (4) Given the reactants [C:1]([O:5][C:6]([C:8]1[CH:9]=[C:10]([CH2:14][CH2:15][CH2:16][C:17]([O:19][CH3:20])=[O:18])[CH:11]=[CH:12][CH:13]=1)=[O:7])([CH3:4])([CH3:3])[CH3:2].C1C[O:24]CC1, predict the reaction product. The product is: [C:1]([O:5][C:6]([C:8]1[CH:9]=[C:10]([CH2:14][CH2:15][CH:16]([OH:24])[C:17]([O:19][CH3:20])=[O:18])[CH:11]=[CH:12][CH:13]=1)=[O:7])([CH3:4])([CH3:3])[CH3:2].